From a dataset of Reaction yield outcomes from USPTO patents with 853,638 reactions. Predict the reaction yield, written as a fraction of the theoretical maximum amount of product (1.0 means a 100% yield; for example, 0.34 means a 34% yield). (1) The reactants are [ClH:1].C(OC([N:9]([CH2:33][C:34]1[CH:39]=[CH:38][C:37]([N:40]2[CH2:45][CH2:44][N:43](C(OC(C)(C)C)=O)[CH2:42][CH2:41]2)=[CH:36][CH:35]=1)[CH2:10][CH2:11][C:12]1[CH:17]=[C:16]([O:18][CH3:19])[C:15]([NH:20][C:21]([NH:23][C:24]2[CH:29]=[N:28][C:27]([C:30]#[N:31])=[CH:26][N:25]=2)=[O:22])=[CH:14][C:13]=1[Cl:32])=O)(C)(C)C.C(OCC)C. The catalyst is O1CCOCC1.C(#N)C. The product is [ClH:32].[ClH:1].[Cl:32][C:13]1[C:12]([CH2:11][CH2:10][NH:9][CH2:33][C:34]2[CH:39]=[CH:38][C:37]([N:40]3[CH2:45][CH2:44][NH:43][CH2:42][CH2:41]3)=[CH:36][CH:35]=2)=[CH:17][C:16]([O:18][CH3:19])=[C:15]([NH:20][C:21]([NH:23][C:24]2[CH:29]=[N:28][C:27]([C:30]#[N:31])=[CH:26][N:25]=2)=[O:22])[CH:14]=1. The yield is 0.600. (2) The reactants are Cl[C:2]1[CH:3]=[C:4]([CH:22]=[CH:23][N:24]=1)[C:5]([NH:7][C:8]1[S:9][CH:10]=[C:11]([C:13]2[C:18]([CH3:19])=[CH:17][C:16]([CH3:20])=[CH:15][C:14]=2[CH3:21])[N:12]=1)=[O:6].[NH:25]1[CH2:30][CH2:29][CH2:28][CH2:27][CH2:26]1.O. The catalyst is CN1CCCC1=O. The product is [C:14]1([CH3:21])[CH:15]=[C:16]([CH3:20])[CH:17]=[C:18]([CH3:19])[C:13]=1[C:11]1[N:12]=[C:8]([NH:7][C:5](=[O:6])[C:4]2[CH:22]=[CH:23][N:24]=[C:2]([N:25]3[CH2:30][CH2:29][CH2:28][CH2:27][CH2:26]3)[CH:3]=2)[S:9][CH:10]=1. The yield is 0.380. (3) The reactants are C(O[C:6](=[O:28])[NH:7][C@@H:8]([CH2:21][C:22]1[CH:27]=[CH:26][CH:25]=[CH:24][CH:23]=1)/[CH:9]=[CH:10]\[C:11](=[O:20])[NH:12][CH2:13][CH2:14][N:15]1[CH2:19][CH2:18][CH2:17][CH2:16]1)(C)(C)C.COC(=O)/C=C\[C@@H](NC(OC(C)(C)C)=O)C[C:36]1[CH:41]=[CH:40][CH:39]=[CH:38][CH:37]=1.NCC[N:54]1[CH2:58][CH2:57][CH2:56][CH2:55]1.C[Al](C)C.[C:63]1(C)C=CC=C[CH:64]=1. No catalyst specified. The product is [N:15]1([CH2:14][CH2:13][NH:12][C:11](=[O:20])/[CH:10]=[CH:9]\[C@@H:8]([NH:7][C:6]([NH:54][C:58]2[CH:57]=[CH:56][C:55]([C:36]3[CH:41]=[CH:40][CH:39]=[CH:38][CH:37]=3)=[CH:64][CH:63]=2)=[O:28])[CH2:21][C:22]2[CH:23]=[CH:24][CH:25]=[CH:26][CH:27]=2)[CH2:16][CH2:17][CH2:18][CH2:19]1. The yield is 0.160. (4) The reactants are [CH2:1]([NH2:5])[CH:2]([CH3:4])[CH3:3].[N:6]([C:9]1[CH:10]=[CH:11][C:12]([O:15][C:16](=[O:25])[N:17]([CH3:24])[C:18]2[CH:23]=[CH:22][CH:21]=[CH:20][CH:19]=2)=[N:13][CH:14]=1)=[C:7]=[S:8]. The catalyst is ClCCl. The product is [CH2:1]([NH:5][C:7](=[S:8])[NH:6][C:9]1[CH:10]=[CH:11][C:12]([O:15][C:16](=[O:25])[N:17]([CH3:24])[C:18]2[CH:23]=[CH:22][CH:21]=[CH:20][CH:19]=2)=[N:13][CH:14]=1)[CH:2]([CH3:4])[CH3:3]. The yield is 0.870. (5) The reactants are C[O-].[Na+].Cl.[NH2:5][C:6]1[S:7][C:8](Br)=[CH:9][N:10]=1.[C:12]([C:15]1[CH:16]=[C:17]([SH:21])[CH:18]=[CH:19][CH:20]=1)([OH:14])=[O:13].Cl.O1CCOC[CH2:24]1. The catalyst is CO. The product is [CH3:24][O:13][C:12](=[O:14])[C:15]1[CH:20]=[CH:19][CH:18]=[C:17]([S:21][C:8]2[S:7][C:6]([NH2:5])=[N:10][CH:9]=2)[CH:16]=1. The yield is 0.750.